From a dataset of hERG potassium channel inhibition data for cardiac toxicity prediction from Karim et al.. Regression/Classification. Given a drug SMILES string, predict its toxicity properties. Task type varies by dataset: regression for continuous values (e.g., LD50, hERG inhibition percentage) or binary classification for toxic/non-toxic outcomes (e.g., AMES mutagenicity, cardiotoxicity, hepatotoxicity). Dataset: herg_karim. (1) The drug is Cc1cc(C)nc(N2C[C@H]3CN(C(=O)c4cc(F)ccc4-n4nccn4)C[C@H]3C2)n1. The result is 0 (non-blocker). (2) The compound is COc1ccc(C(=O)Oc2ccc(S(=O)(=O)C3(C(=O)NO)CCC4(CCNCC4)C3)cc2)cc1. The result is 0 (non-blocker). (3) The drug is C[N+](C)(CCCCNC(=O)Cc1ccc(OCc2ccccc2)cc1)CCNC(=O)c1nc(Cl)c(N)nc1N. The result is 1 (blocker). (4) The molecule is Cc1nc2ccccc2n1[C@@H]1C[C@@H]2CC[C@H](C1)N2CCC1(c2ccccc2)CCN(C(=O)C(C)(C)C)CC1. The result is 1 (blocker). (5) The compound is CC(=O)c1ccc(CN2CCC(NC(=O)C3=CC(=O)c4ccc(F)cc4C3)CC2)cc1. The result is 0 (non-blocker). (6) The drug is Cc1ccc2c(N3CCN(CCc4ccc5c(c4)OCC(=O)N5C)CC3)cccc2n1. The result is 1 (blocker). (7) The compound is O=C(NC1CCN(Cc2ccc3oc(=O)oc3c2)CC1)c1cc(=O)c2ccc(F)cc2o1. The result is 0 (non-blocker). (8) The molecule is CCCCOc1ccc(C(=O)NC2COc3cccc(N4CCN(C)CC4)c3C2)cc1. The result is 1 (blocker). (9) The drug is Cc1[nH]c2ccccc2c1C1CCCN(Cc2ccc(/C=C/C(=O)NO)cc2)C1. The result is 0 (non-blocker).